Dataset: Reaction yield outcomes from USPTO patents with 853,638 reactions. Task: Predict the reaction yield, written as a fraction of the theoretical maximum amount of product (1.0 means a 100% yield; for example, 0.34 means a 34% yield). (1) The reactants are F[C:2]1[CH:7]=[CH:6][C:5]([N+:8]([O-:10])=[O:9])=[C:4]([F:11])[C:3]=1[F:12].[CH2:13]([OH:20])[C:14]1[CH:19]=[CH:18][CH:17]=[CH:16][CH:15]=1.C([O-])([O-])=O.[K+].[K+].O. The catalyst is CN(C=O)C. The product is [CH2:13]([O:20][C:2]1[CH:7]=[CH:6][C:5]([N+:8]([O-:10])=[O:9])=[C:4]([F:11])[C:3]=1[F:12])[C:14]1[CH:19]=[CH:18][CH:17]=[CH:16][CH:15]=1. The yield is 0.360. (2) The reactants are [CH3:1][N:2]1[CH2:7][CH:6]=[C:5]([C:8]2[CH:9]=[N:10][C:11]([CH3:17])=[C:12]([N+:14]([O-])=O)[CH:13]=2)[C:4]([CH3:19])([CH3:18])[CH2:3]1. The catalyst is CO.[OH-].[Pd+2].[OH-]. The product is [CH3:17][C:11]1[C:12]([NH2:14])=[CH:13][C:8]([CH:5]2[CH2:6][CH2:7][N:2]([CH3:1])[CH2:3][C:4]2([CH3:19])[CH3:18])=[CH:9][N:10]=1. The yield is 1.00. (3) The reactants are [Cl:1][C:2]([Cl:11])([Cl:10])[C:3](=O)/[CH:4]=[CH:5]/OCC.[NH:12]1[C:16]2[CH:17]=[CH:18][CH:19]=[CH:20][C:15]=2[N:14]=[C:13]1[NH2:21].C(N(CC)CC)C. The catalyst is C1(C)C=CC=CC=1. The product is [Cl:11][C:2]([Cl:1])([Cl:10])[C:3]1[CH:4]=[CH:5][N:12]2[C:16]3[CH:17]=[CH:18][CH:19]=[CH:20][C:15]=3[N:14]=[C:13]2[N:21]=1. The yield is 1.00. (4) The reactants are [C:1]([C:5]1[N:6]=[C:7]([NH:10][C:11]([C:13]2[CH:49]=[CH:48][N:16]3[C:17](=[O:47])[C:18](/[CH:31]=[CH:32]/[C:33]4[N:37]([CH2:38][C:39]5[CH:44]=[CH:43][C:42]([O:45][CH3:46])=[CH:41][CH:40]=5)[N:36]=[N:35][N:34]=4)=[C:19]([N:21]4[CH2:26][CH2:25][CH2:24][CH:23]([CH2:27][C:28]([OH:30])=O)[CH2:22]4)[N:20]=[C:15]3[CH:14]=2)=[O:12])[S:8][CH:9]=1)([CH3:4])([CH3:3])[CH3:2].[CH2:50]([N:52]([CH2:55]C)[CH2:53]C)[CH3:51].C1C=CC2N(O)N=[N:63]C=2C=1.Cl. The catalyst is C(Cl)Cl.CN(C)C=O.CN(C)CCN. The product is [C:1]([C:5]1[N:6]=[C:7]([NH:10][C:11]([C:13]2[CH:49]=[CH:48][N:16]3[C:17](=[O:47])[C:18](/[CH:31]=[CH:32]/[C:33]4[N:37]([CH2:38][C:39]5[CH:44]=[CH:43][C:42]([O:45][CH3:46])=[CH:41][CH:40]=5)[N:36]=[N:35][N:34]=4)=[C:19]([N:21]4[CH2:26][CH2:25][CH2:24][CH:23]([CH2:27][C:28]([NH:63][CH2:51][CH2:50][N:52]([CH3:55])[CH3:53])=[O:30])[CH2:22]4)[N:20]=[C:15]3[CH:14]=2)=[O:12])[S:8][CH:9]=1)([CH3:2])([CH3:4])[CH3:3]. The yield is 0.900. (5) The reactants are [C:1]([C:5]1[CH:14]=[C:13]2[C:8]([CH:9]=[C:10]([C:19]([O:21][CH2:22][CH3:23])=[O:20])[CH:11]([C:15]([F:18])([F:17])[F:16])[O:12]2)=[CH:7][C:6]=1Cl)([CH3:4])([CH3:3])[CH3:2].[C:25]([O-])([O-])=O.[Cs+].[Cs+].CB1OB(C)OB(C)O1.O. The catalyst is COCCOCCOC. The product is [C:1]([C:5]1[CH:14]=[C:13]2[C:8]([CH:9]=[C:10]([C:19]([O:21][CH2:22][CH3:23])=[O:20])[CH:11]([C:15]([F:18])([F:17])[F:16])[O:12]2)=[CH:7][C:6]=1[CH3:25])([CH3:4])([CH3:3])[CH3:2]. The yield is 0.380. (6) The reactants are [Cl:1][C:2]1[CH:3]=[CH:4][C:5]([NH:10][C:11]2[C:16]([Cl:17])=[CH:15][N:14]=[C:13]([NH:18][C:19]3[N:23]([CH:24]([CH3:26])[CH3:25])[N:22]=[C:21]([CH3:27])[CH:20]=3)[CH:12]=2)=C([CH:9]=1)C#N.[OH-].[Na+].[C:30]([O:33]CC)(=[O:32])[CH3:31]. The catalyst is O1CCOCC1. The product is [Cl:1][C:2]1[CH:3]=[CH:4][C:5]([NH:10][C:11]2[C:16]([Cl:17])=[CH:15][N:14]=[C:13]([NH:18][C:19]3[N:23]([CH:24]([CH3:25])[CH3:26])[N:22]=[C:21]([CH3:27])[CH:20]=3)[CH:12]=2)=[C:31]([CH:9]=1)[C:30]([OH:33])=[O:32]. The yield is 0.900. (7) The reactants are [OH:1][C:2]1[CH:3]=[C:4]([CH:7]=[CH:8][C:9]=1O)[CH:5]=[O:6].[C:11](=[O:14])([O-])[O-].[Cs+].[Cs+].S(O[CH2:22][CH2:23][CH2:24][CH2:25][CH2:26][CH2:27][CH2:28][CH2:29]/[CH:30]=[CH:31]\[CH2:32][CH2:33][CH2:34][CH2:35][CH2:36][CH2:37][CH2:38][CH3:39])(=O)(=O)C. The catalyst is COCCOCCOC. The product is [CH2:22]([O:1][C:2]1[C:3]([O:14][CH2:11][CH2:22][CH2:23][CH2:24][CH2:25][CH2:26][CH2:27][CH2:28]/[CH:29]=[CH:30]\[CH2:31][CH2:32][CH2:33][CH2:34][CH2:35][CH2:36][CH2:37][CH3:38])=[C:4]([CH:7]=[CH:8][CH:9]=1)[CH:5]=[O:6])[CH2:23][CH2:24][CH2:25][CH2:26][CH2:27][CH2:28][CH2:29]/[CH:30]=[CH:31]\[CH2:32][CH2:33][CH2:34][CH2:35][CH2:36][CH2:37][CH2:38][CH3:39]. The yield is 0.890.